This data is from Full USPTO retrosynthesis dataset with 1.9M reactions from patents (1976-2016). The task is: Predict the reactants needed to synthesize the given product. (1) Given the product [CH2:1]([C:3]1[S:4][CH:5]=[C:6](/[CH:8]=[CH:9]/[C:10]2[C:11]([OH:21])=[N:12][N:13]([C:15]3[CH:20]=[CH:19][CH:18]=[CH:17][CH:16]=3)[CH:14]=2)[N:7]=1)[CH3:2], predict the reactants needed to synthesize it. The reactants are: [CH2:1]([C:3]1[S:4][CH:5]=[C:6](/[CH:8]=[CH:9]/[C:10]2[C:11]([O:21]COC)=[N:12][N:13]([C:15]3[CH:20]=[CH:19][CH:18]=[CH:17][CH:16]=3)[CH:14]=2)[N:7]=1)[CH3:2].Cl. (2) The reactants are: [S:1]1[C:5]2[CH:6]=[CH:7][C:8]([CH2:10][CH2:11][OH:12])=[CH:9][C:4]=2[CH:3]=[CH:2]1.[OH-:13].[CH2:14]([N+](C)(C)C)[C:15]1[CH:20]=CC=CC=1.C(#N)C=C.Cl.[OH2:30]. Given the product [S:1]1[C:5]2[CH:6]=[CH:7][C:8]([CH2:10][CH2:11][O:12][CH2:14][CH2:15][C:20]([OH:30])=[O:13])=[CH:9][C:4]=2[CH:3]=[CH:2]1, predict the reactants needed to synthesize it. (3) Given the product [CH3:1][C:2]1[C:3]([C:12]([OH:15])=[O:13])=[CH:4][C:5]2[O:10][CH2:9][CH2:8][O:7][C:6]=2[CH:11]=1, predict the reactants needed to synthesize it. The reactants are: [CH3:1][C:2]1[C:3]([CH:12]=[O:13])=[CH:4][C:5]2[O:10][CH2:9][CH2:8][O:7][C:6]=2[CH:11]=1.[Mn]([O-])(=O)(=O)=[O:15].[K+].[OH-].[K+]. (4) Given the product [Br:1][C:2]1[N:3]=[C:4]2[C:10]([C:11]([OH:22])=[O:12])=[CH:9][N:8]([CH2:13][O:14][CH2:15][CH2:16][Si:17]([CH3:20])([CH3:19])[CH3:18])[C:5]2=[N:6][CH:7]=1, predict the reactants needed to synthesize it. The reactants are: [Br:1][C:2]1[N:3]=[C:4]2[C:10]([CH:11]=[O:12])=[CH:9][N:8]([CH2:13][O:14][CH2:15][CH2:16][Si:17]([CH3:20])([CH3:19])[CH3:18])[C:5]2=[N:6][CH:7]=1.Cl([O-])=[O:22].[Na+].P([O-])(O)(O)=O.[K+]. (5) Given the product [C:27]([OH:31])(=[O:30])[CH:28]=[CH2:29].[NH2:13][C:12]([O:10][CH2:9][CH3:1])=[O:11], predict the reactants needed to synthesize it. The reactants are: [C:1]1([CH2:9][OH:10])(CO)CCCCC1.[O:11]=[C:12]=[N:13]C1CC(C)(C)CC(C)(CN=C=O)C1.[C:27]([O:31]CCO)(=[O:30])[CH:28]=[CH2:29].C([O-])(=O)CCCCCCCCCCC.C([O-])(=O)CCCCCCCCCCC.C([Sn+2]CCCC)CCC. (6) Given the product [CH:19]1([C:15]2[CH:16]=[C:17]([CH3:18])[C:12]([O:11][C:4]3[C:5]4[CH:10]=[CH:9][NH:8][C:6]=4[N:7]=[C:2]([NH:23][C:24]4[CH:31]=[CH:30][C:27]([C:28]#[N:29])=[CH:26][CH:25]=4)[N:3]=3)=[C:13]([CH3:22])[CH:14]=2)[CH2:21][CH2:20]1, predict the reactants needed to synthesize it. The reactants are: Cl[C:2]1[N:3]=[C:4]([O:11][C:12]2[C:17]([CH3:18])=[CH:16][C:15]([CH:19]3[CH2:21][CH2:20]3)=[CH:14][C:13]=2[CH3:22])[C:5]2[CH:10]=[CH:9][NH:8][C:6]=2[N:7]=1.[NH2:23][C:24]1[CH:31]=[CH:30][C:27]([C:28]#[N:29])=[CH:26][CH:25]=1.FC(F)(F)C(O)=O. (7) Given the product [Cl:12][C:13]1[N:14]=[CH:15][C:16]2[C:21]([CH3:23])([CH3:22])[CH2:20][NH:19][C:17]=2[CH:18]=1, predict the reactants needed to synthesize it. The reactants are: C([O-])=O.[Na+].C(N(CC)CC)C.[Cl:12][C:13]1[CH:18]=[C:17]([NH:19][CH2:20][C:21]([CH3:23])=[CH2:22])[C:16](I)=[CH:15][N:14]=1. (8) Given the product [CH2:8]([O:15][C:16]1[CH:21]=[C:20]([O:22][CH2:23][C:24]2[CH:29]=[CH:28][CH:27]=[CH:26][CH:25]=2)[C:19]([N:5]=[N+:6]=[N-:7])=[CH:18][C:17]=1[CH:31]([CH3:33])[CH3:32])[C:9]1[CH:10]=[CH:11][CH:12]=[CH:13][CH:14]=1, predict the reactants needed to synthesize it. The reactants are: [Si]([N:5]=[N+:6]=[N-:7])(C)(C)C.[CH2:8]([O:15][C:16]1[CH:21]=[C:20]([O:22][CH2:23][C:24]2[CH:29]=[CH:28][CH:27]=[CH:26][CH:25]=2)[C:19](N)=[CH:18][C:17]=1[CH:31]([CH3:33])[CH3:32])[C:9]1[CH:14]=[CH:13][CH:12]=[CH:11][CH:10]=1. (9) Given the product [CH3:1][N:2]1[CH2:3][CH2:4][C:5]2[N:6]([CH2:14][C:15]([N:22]3[CH2:26][CH2:25][CH2:24][CH2:23]3)=[O:17])[C:7]3[CH:12]=[CH:11][C:10]([CH3:13])=[CH:9][C:8]=3[C:20]=2[CH2:21]1, predict the reactants needed to synthesize it. The reactants are: [CH3:1][N:2]1[CH2:21][CH2:20][C:5]2[N:6]([CH2:14][C:15]([O:17]CC)=O)[C:7]3[CH:8]=[CH:9][C:10]([CH3:13])=[CH:11][C:12]=3[C:4]=2[CH2:3]1.[NH:22]1[CH2:26][CH2:25][CH2:24][CH2:23]1.